Dataset: Peptide-MHC class I binding affinity with 185,985 pairs from IEDB/IMGT. Task: Regression. Given a peptide amino acid sequence and an MHC pseudo amino acid sequence, predict their binding affinity value. This is MHC class I binding data. (1) The peptide sequence is FRPQNGQFI. The MHC is H-2-Db with pseudo-sequence H-2-Db. The binding affinity (normalized) is 0.201. (2) The peptide sequence is ERYFRIHSL. The MHC is HLA-A26:01 with pseudo-sequence HLA-A26:01. The binding affinity (normalized) is 0. (3) The peptide sequence is PDIYKGVYQ. The MHC is H-2-Db with pseudo-sequence H-2-Db. The binding affinity (normalized) is 0. (4) The peptide sequence is PYPQSQPQY. The binding affinity (normalized) is 0. The MHC is HLA-A23:01 with pseudo-sequence HLA-A23:01. (5) The peptide sequence is EETLLTTWL. The MHC is HLA-A30:01 with pseudo-sequence HLA-A30:01. The binding affinity (normalized) is 0.0847. (6) The peptide sequence is VTFQGKFKK. The MHC is HLA-A68:01 with pseudo-sequence HLA-A68:01. The binding affinity (normalized) is 0.792. (7) The peptide sequence is KINNNRIVA. The MHC is HLA-A68:02 with pseudo-sequence HLA-A68:02. The binding affinity (normalized) is 0. (8) The peptide sequence is RPDTRHLRVL. The MHC is H-2-Db with pseudo-sequence H-2-Db. The binding affinity (normalized) is 0.